Dataset: NCI-60 drug combinations with 297,098 pairs across 59 cell lines. Task: Regression. Given two drug SMILES strings and cell line genomic features, predict the synergy score measuring deviation from expected non-interaction effect. Drug 1: C1CN(CCN1C(=O)CCBr)C(=O)CCBr. Drug 2: CS(=O)(=O)OCCCCOS(=O)(=O)C. Cell line: TK-10. Synergy scores: CSS=3.85, Synergy_ZIP=-1.74, Synergy_Bliss=-0.0380, Synergy_Loewe=-3.42, Synergy_HSA=-2.41.